This data is from Catalyst prediction with 721,799 reactions and 888 catalyst types from USPTO. The task is: Predict which catalyst facilitates the given reaction. (1) Reactant: FC(F)(F)C(O)=O.CC([CH:12]([C:16]1[C:17]([CH3:27])=[N:18][N:19]([CH2:22][C:23]([OH:26])([CH3:25])[CH3:24])[C:20]=1[CH3:21])[C:13]([O-:15])=[O:14])(C)C. Product: [OH:26][C:23]([CH3:25])([CH3:24])[CH2:22][N:19]1[C:20]([CH3:21])=[C:16]([CH2:12][C:13]([OH:15])=[O:14])[C:17]([CH3:27])=[N:18]1. The catalyst class is: 4. (2) Reactant: [C:1](Cl)(=[O:10])[C:2]1[C:3]([O:8][CH3:9])=[CH:4][CH:5]=[CH:6][CH:7]=1.N1C=CC=CC=1.[NH2:18][C:19]1[CH:40]=[CH:39][C:22]([CH2:23][O:24][C:25]2[CH:26]=[C:27]3[C:32](=[CH:33][CH:34]=2)[CH2:31][CH:30]([CH2:35][N:36]([CH3:38])[CH3:37])[CH2:29][CH2:28]3)=[CH:21][CH:20]=1.C(=O)([O-])[O-].[K+].[K+]. Product: [CH3:38][N:36]([CH2:35][CH:30]1[CH2:29][CH2:28][C:27]2[C:32](=[CH:33][CH:34]=[C:25]([O:24][CH2:23][C:22]3[CH:21]=[CH:20][C:19]([NH:18][C:1](=[O:10])[C:2]4[CH:7]=[CH:6][CH:5]=[CH:4][C:3]=4[O:8][CH3:9])=[CH:40][CH:39]=3)[CH:26]=2)[CH2:31]1)[CH3:37]. The catalyst class is: 13. (3) Reactant: [NH:1]1[CH2:6][CH2:5][CH2:4][CH:3]([O:7][C:8]2[CH:9]=[C:10]3[C:14](=[CH:15][CH:16]=2)[NH:13][N:12]=[CH:11]3)[CH2:2]1.I[CH2:18][CH2:19][OH:20].C(=O)([O-])[O-].[K+].[K+]. Product: [NH:13]1[C:14]2[C:10](=[CH:9][C:8]([O:7][CH:3]3[CH2:4][CH2:5][CH2:6][N:1]([CH2:18][CH2:19][OH:20])[CH2:2]3)=[CH:16][CH:15]=2)[CH:11]=[N:12]1. The catalyst class is: 9. (4) Reactant: [S:1]1[C:5]2[CH:6]=[C:7]([NH2:10])[CH:8]=[CH:9][C:4]=2[N:3]=[CH:2]1.[F:11][C:12]([F:19])([F:18])[C:13](=[CH2:17])[C:14]([OH:16])=[O:15].C1(O)C=CC(O)=CC=1. Product: [S:1]1[C:5]2[CH:6]=[C:7]([NH:10][CH2:17][CH:13]([C:12]([F:19])([F:18])[F:11])[C:14]([OH:16])=[O:15])[CH:8]=[CH:9][C:4]=2[N:3]=[CH:2]1. The catalyst class is: 11. (5) Reactant: Br[C:2]1[CH:7]=[CH:6][N:5]=[C:4]([N:8]2[CH:12]=[C:11]([C:13]3[CH:14]=[N:15][N:16]4[C:21](=[O:22])[C:20]([CH2:23][CH3:24])=[C:19]([CH3:25])[NH:18][C:17]=34)[CH:10]=[N:9]2)[CH:3]=1.Cl.[CH3:27][NH:28][CH3:29].CCN(C(C)C)C(C)C. Product: [CH3:27][N:28]([CH3:29])[C:2]1[CH:7]=[CH:6][N:5]=[C:4]([N:8]2[CH:12]=[C:11]([C:13]3[CH:14]=[N:15][N:16]4[C:21](=[O:22])[C:20]([CH2:23][CH3:24])=[C:19]([CH3:25])[NH:18][C:17]=34)[CH:10]=[N:9]2)[CH:3]=1. The catalyst class is: 3.